From a dataset of Full USPTO retrosynthesis dataset with 1.9M reactions from patents (1976-2016). Predict the reactants needed to synthesize the given product. (1) Given the product [F:13][C:12]1[CH:11]=[CH:10][C:9]([CH:14]2[C:27]3[CH:26]=[CH:25][C:24]4[C:19](=[N:20][CH:21]=[CH:22][CH:23]=4)[C:18]=3[NH:17][S:16](=[O:29])(=[O:28])[N:15]2[CH3:30])=[CH:8][C:7]=1[CH:3]=[O:2], predict the reactants needed to synthesize it. The reactants are: Cl.[O:2]1CCO[CH:3]1[C:7]1[CH:8]=[C:9]([CH:14]2[C:27]3[CH:26]=[CH:25][C:24]4[C:19](=[N:20][CH:21]=[CH:22][CH:23]=4)[C:18]=3[NH:17][S:16](=[O:29])(=[O:28])[N:15]2[CH3:30])[CH:10]=[CH:11][C:12]=1[F:13].C([O-])([O-])=O.[K+].[K+]. (2) The reactants are: C([O:3][C:4]1[CH:5]=[C:6]2[CH:12]=[CH:11][S:10][C:7]2=[CH:8][N:9]=1)C.Cl.N1C=CC=CC=1. Given the product [S:10]1[C:7]2=[CH:8][N:9]=[C:4]([OH:3])[CH:5]=[C:6]2[CH:12]=[CH:11]1, predict the reactants needed to synthesize it. (3) Given the product [CH2:1]([N:3]1[C:7]2[CH:8]=[CH:9][C:10]([C:12]3[C:13]([C:21]4[CH:22]=[C:23]([CH3:27])[CH:24]=[CH:25][CH:26]=4)=[N:14][N:15]([CH2:17][C:18]([NH:33][CH2:37][CH3:36])=[O:19])[CH:16]=3)=[CH:11][C:6]=2[N:5]([CH2:28][CH3:29])[C:4]1=[O:30])[CH3:2], predict the reactants needed to synthesize it. The reactants are: [CH2:1]([N:3]1[C:7]2[CH:8]=[CH:9][C:10]([C:12]3[C:13]([C:21]4[CH:22]=[C:23]([CH3:27])[CH:24]=[CH:25][CH:26]=4)=[N:14][N:15]([CH2:17][C:18](O)=[O:19])[CH:16]=3)=[CH:11][C:6]=2[N:5]([CH2:28][CH3:29])[C:4]1=[O:30])[CH3:2].C(N1C=CN=C1)([N:33]1[CH:37]=[CH:36]N=C1)=O.C(N)C. (4) Given the product [C:18]([O:17][C:15]([NH:14][CH:13]([C:22]([NH:26][CH3:25])=[O:24])[CH2:12][NH:11][C:9](=[O:10])[O:8][CH2:1][C:2]1[CH:3]=[CH:4][CH:5]=[CH:6][CH:7]=1)=[O:16])([CH3:19])([CH3:20])[CH3:21], predict the reactants needed to synthesize it. The reactants are: [CH2:1]([O:8][C:9]([NH:11][CH2:12][C@@H:13]([C:22]([OH:24])=O)[NH:14][C:15]([O:17][C:18]([CH3:21])([CH3:20])[CH3:19])=[O:16])=[O:10])[C:2]1[CH:7]=[CH:6][CH:5]=[CH:4][CH:3]=1.[CH3:25][N:26](C(ON1N=NC2C=CC=NC1=2)=[N+](C)C)C.F[P-](F)(F)(F)(F)F.CN.C(N(CC)CC)C. (5) The reactants are: F[B-](F)(F)F.[Br:6][C:7]1[CH:8]=[CH:9][C:10]([CH3:15])=[C:11]([N+:13]#[N:14])[CH:12]=1.C([O-])(=O)C.[K+]. Given the product [Br:6][C:7]1[CH:12]=[C:11]2[C:10]([CH:15]=[N:14][NH:13]2)=[CH:9][CH:8]=1, predict the reactants needed to synthesize it. (6) Given the product [CH3:28][N:26]([CH3:27])[C:25]([C:7]1[N:6]([CH:1]2[CH2:5][CH2:4][CH2:3][CH2:2]2)[C:10]2[N:11]=[C:12]([NH:15][C:16]3[CH:24]=[CH:23][C:19]([C:20]([N:77]4[CH2:78][CH2:79][CH2:80][C@@H:74]5[CH2:73][CH2:72][NH:71][C@@H:75]5[CH2:76]4)=[O:21])=[CH:18][N:17]=3)[N:13]=[CH:14][C:9]=2[CH:8]=1)=[O:29], predict the reactants needed to synthesize it. The reactants are: [CH:1]1([N:6]2[C:10]3[N:11]=[C:12]([NH:15][C:16]4[CH:24]=[CH:23][C:19]([C:20](O)=[O:21])=[CH:18][N:17]=4)[N:13]=[CH:14][C:9]=3[CH:8]=[C:7]2[C:25](=[O:29])[N:26]([CH3:28])[CH3:27])[CH2:5][CH2:4][CH2:3][CH2:2]1.CN(C(ON1N=NC2C=CC=CC1=2)=[N+](C)C)C.F[P-](F)(F)(F)(F)F.C(N(CC)CC)C.C(OC([N:71]1[C@@H:75]2[CH2:76][NH:77][CH2:78][CH2:79][CH2:80][C@@H:74]2[CH2:73][CH2:72]1)=O)C1C=CC=CC=1. (7) Given the product [CH3:1][O:2][C:3]1[CH:4]=[CH:5][C:6]([CH2:7][NH:8][C:9]([C:11]2[CH:24]=[CH:23][C:14]3[N:15]([CH3:22])[C:16](=[O:21])[N:17]([CH2:40][C:39]4[CH:42]=[CH:43][C:36]([N+:33]([O-:35])=[O:34])=[CH:37][CH:38]=4)[S:18](=[O:19])(=[O:20])[C:13]=3[CH:12]=2)=[O:10])=[CH:25][CH:26]=1, predict the reactants needed to synthesize it. The reactants are: [CH3:1][O:2][C:3]1[CH:26]=[CH:25][C:6]([CH2:7][NH:8][C:9]([C:11]2[CH:24]=[CH:23][C:14]3[N:15]([CH3:22])[C:16](=[O:21])[NH:17][S:18](=[O:20])(=[O:19])[C:13]=3[CH:12]=2)=[O:10])=[CH:5][CH:4]=1.C(=O)([O-])[O-].[Cs+].[Cs+].[N+:33]([C:36]1[CH:43]=[CH:42][C:39]([CH2:40]Br)=[CH:38][CH:37]=1)([O-:35])=[O:34].